From a dataset of NCI-60 drug combinations with 297,098 pairs across 59 cell lines. Regression. Given two drug SMILES strings and cell line genomic features, predict the synergy score measuring deviation from expected non-interaction effect. (1) Drug 1: C1=NC(=NC(=O)N1C2C(C(C(O2)CO)O)O)N. Drug 2: CCC1(CC2CC(C3=C(CCN(C2)C1)C4=CC=CC=C4N3)(C5=C(C=C6C(=C5)C78CCN9C7C(C=CC9)(C(C(C8N6C)(C(=O)OC)O)OC(=O)C)CC)OC)C(=O)OC)O.OS(=O)(=O)O. Cell line: U251. Synergy scores: CSS=4.15, Synergy_ZIP=0.692, Synergy_Bliss=4.86, Synergy_Loewe=-1.69, Synergy_HSA=1.64. (2) Drug 1: CC(CN1CC(=O)NC(=O)C1)N2CC(=O)NC(=O)C2. Drug 2: C1=CC(=CC=C1C#N)C(C2=CC=C(C=C2)C#N)N3C=NC=N3. Cell line: TK-10. Synergy scores: CSS=2.53, Synergy_ZIP=-4.30, Synergy_Bliss=-5.73, Synergy_Loewe=-6.74, Synergy_HSA=-5.62. (3) Drug 1: CC(C1=C(C=CC(=C1Cl)F)Cl)OC2=C(N=CC(=C2)C3=CN(N=C3)C4CCNCC4)N. Drug 2: CC=C1C(=O)NC(C(=O)OC2CC(=O)NC(C(=O)NC(CSSCCC=C2)C(=O)N1)C(C)C)C(C)C. Cell line: M14. Synergy scores: CSS=37.6, Synergy_ZIP=-3.27, Synergy_Bliss=-4.72, Synergy_Loewe=-52.9, Synergy_HSA=-7.38. (4) Drug 1: CC1=C2C(C(=O)C3(C(CC4C(C3C(C(C2(C)C)(CC1OC(=O)C(C(C5=CC=CC=C5)NC(=O)OC(C)(C)C)O)O)OC(=O)C6=CC=CC=C6)(CO4)OC(=O)C)OC)C)OC. Drug 2: CCC(=C(C1=CC=CC=C1)C2=CC=C(C=C2)OCCN(C)C)C3=CC=CC=C3.C(C(=O)O)C(CC(=O)O)(C(=O)O)O. Cell line: HCT116. Synergy scores: CSS=81.6, Synergy_ZIP=25.8, Synergy_Bliss=25.9, Synergy_Loewe=-9.43, Synergy_HSA=25.9. (5) Drug 1: C1CCC(CC1)NC(=O)N(CCCl)N=O. Drug 2: C1CN(P(=O)(OC1)NCCCl)CCCl. Cell line: OVCAR-5. Synergy scores: CSS=1.07, Synergy_ZIP=0.597, Synergy_Bliss=4.61, Synergy_Loewe=-0.648, Synergy_HSA=2.45. (6) Drug 1: CN(C)C1=NC(=NC(=N1)N(C)C)N(C)C. Drug 2: C1CCC(C(C1)N)N.C(=O)(C(=O)[O-])[O-].[Pt+4]. Cell line: SF-539. Synergy scores: CSS=3.44, Synergy_ZIP=-0.920, Synergy_Bliss=-1.18, Synergy_Loewe=-17.7, Synergy_HSA=-3.64.